This data is from Peptide-MHC class I binding affinity with 185,985 pairs from IEDB/IMGT. The task is: Regression. Given a peptide amino acid sequence and an MHC pseudo amino acid sequence, predict their binding affinity value. This is MHC class I binding data. (1) The peptide sequence is WTGNYFTDT. The MHC is HLA-A02:03 with pseudo-sequence HLA-A02:03. The binding affinity (normalized) is 0. (2) The peptide sequence is RPRRASSPF. The MHC is HLA-A03:01 with pseudo-sequence HLA-A03:01. The binding affinity (normalized) is 0.0847. (3) The peptide sequence is SDYLELDTI. The MHC is HLA-A03:01 with pseudo-sequence HLA-A03:01. The binding affinity (normalized) is 0. (4) The peptide sequence is FVGLSPTVWL. The MHC is HLA-A02:06 with pseudo-sequence HLA-A02:06. The binding affinity (normalized) is 0.608. (5) The peptide sequence is KQINPPTVY. The MHC is HLA-B15:17 with pseudo-sequence HLA-B15:17. The binding affinity (normalized) is 0.0847. (6) The peptide sequence is RQADILRQF. The MHC is BoLA-HD6 with pseudo-sequence BoLA-HD6. The binding affinity (normalized) is 1.00. (7) The peptide sequence is ETALAIIRR. The MHC is HLA-B46:01 with pseudo-sequence HLA-B46:01. The binding affinity (normalized) is 0.0847.